This data is from Full USPTO retrosynthesis dataset with 1.9M reactions from patents (1976-2016). The task is: Predict the reactants needed to synthesize the given product. (1) Given the product [F:15][CH2:16][CH:17]([N:20]1[CH2:23][CH:22]([NH:24][C:2]2[CH:7]=[CH:6][C:5]([S:8]([NH2:11])(=[O:10])=[O:9])=[CH:4][C:3]=2[N+:12]([O-:14])=[O:13])[CH2:21]1)[CH2:18][F:19], predict the reactants needed to synthesize it. The reactants are: Cl[C:2]1[CH:7]=[CH:6][C:5]([S:8]([NH2:11])(=[O:10])=[O:9])=[CH:4][C:3]=1[N+:12]([O-:14])=[O:13].[F:15][CH2:16][CH:17]([N:20]1[CH2:23][CH:22]([NH2:24])[CH2:21]1)[CH2:18][F:19].C(NC(C)C)(C)C. (2) Given the product [CH3:1][O:2][C:3](=[O:41])[C:4]1[CH:5]=[C:6]([CH2:33][C:34]([N:65]2[CH2:44][CH2:42][O:48][CH2:67][CH2:66]2)=[O:35])[C:7]([C:16]2[CH:17]=[C:18]3[C:23](=[CH:24][CH:25]=2)[N:22]=[C:21]([C:26]2[S:30][C:29]([CH3:31])=[N:28][C:27]=2[CH3:32])[CH:20]=[CH:19]3)=[C:8]([CH:10]2[CH2:11][CH2:12][CH2:13][CH2:14][CH2:15]2)[CH:9]=1, predict the reactants needed to synthesize it. The reactants are: [CH3:1][O:2][C:3](=[O:41])[C:4]1[CH:9]=[C:8]([CH:10]2[CH2:15][CH2:14][CH2:13][CH2:12][CH2:11]2)[C:7]([C:16]2[CH:17]=[C:18]3[C:23](=[CH:24][CH:25]=2)[N:22]=[C:21]([C:26]2[S:30][C:29]([CH3:31])=[N:28][C:27]=2[CH3:32])[CH:20]=[CH:19]3)=[C:6]([CH2:33][C:34](OC(C)(C)C)=[O:35])[CH:5]=1.[C:42]([OH:48])([C:44](F)(F)F)=O.C1(OC)C=CC=CC=1.CN(C(O[N:65]1N=N[C:67]2C=CC=N[C:66]1=2)=[N+](C)C)C.F[P-](F)(F)(F)(F)F.C(N(C(C)C)CC)(C)C.N1CCOCC1.